From a dataset of Full USPTO retrosynthesis dataset with 1.9M reactions from patents (1976-2016). Predict the reactants needed to synthesize the given product. (1) Given the product [F:42][C:41]([F:44])([F:43])[C:39]([OH:45])=[O:40].[F:42][C:41]([F:44])([F:43])[C:39]([OH:45])=[O:40].[F:42][C:41]([F:44])([F:43])[C:39]([OH:45])=[O:40].[Cl:1][C:2]1[CH:3]=[N:4][C:5]2[NH:6][C:7]3[CH:8]=[C:9]([CH2:25][N:26]4[CH2:31][CH2:30][NH:29][CH2:28][CH2:27]4)[CH:10]=[C:11]([CH:24]=3)[CH2:12][CH2:13][O:14][C:15]3[CH:23]=[C:19]([NH:20][C:21]=1[N:22]=2)[CH:18]=[CH:17][CH:16]=3, predict the reactants needed to synthesize it. The reactants are: [Cl:1][C:2]1[CH:3]=[N:4][C:5]2[NH:6][C:7]3[CH:8]=[C:9]([CH2:25][N:26]4[CH2:31][CH2:30][N:29](C(OC(C)(C)C)=O)[CH2:28][CH2:27]4)[CH:10]=[C:11]([CH:24]=3)[CH2:12][CH2:13][O:14][C:15]3[CH:23]=[C:19]([NH:20][C:21]=1[N:22]=2)[CH:18]=[CH:17][CH:16]=3.[C:39]([OH:45])([C:41]([F:44])([F:43])[F:42])=[O:40]. (2) Given the product [CH3:19][C:14]1[N:13]=[C:12]([O:11][C@H:8]2[CH2:9][CH2:10][C@H:5]([C:3]([NH:21][NH2:22])=[O:2])[CH2:6][CH2:7]2)[CH:17]=[C:16]([CH3:18])[N:15]=1, predict the reactants needed to synthesize it. The reactants are: C[O:2][C:3]([C@H:5]1[CH2:10][CH2:9][C@H:8]([O:11][C:12]2[CH:17]=[C:16]([CH3:18])[N:15]=[C:14]([CH3:19])[N:13]=2)[CH2:7][CH2:6]1)=O.O.[NH2:21][NH2:22]. (3) Given the product [Cl:1][C:2]1[CH:14]=[C:13]([Cl:15])[C:12]([O:16][C:17]2[N:21]([CH3:22])[N:20]=[C:19]([CH:23]([CH3:24])[CH3:25])[C:18]=2[CH:26]=[CH2:27])=[CH:11][C:3]=1[O:4][C@@H:5]([CH3:10])[C:6]([OH:8])=[O:7], predict the reactants needed to synthesize it. The reactants are: [Cl:1][C:2]1[CH:14]=[C:13]([Cl:15])[C:12]([O:16][C:17]2[N:21]([CH3:22])[N:20]=[C:19]([CH:23]([CH3:25])[CH3:24])[C:18]=2[CH:26]=[CH2:27])=[CH:11][C:3]=1[O:4][C@@H:5]([CH3:10])[C:6]([O:8]C)=[O:7].O.[OH-].[Li+].Cl.